Dataset: NCI-60 drug combinations with 297,098 pairs across 59 cell lines. Task: Regression. Given two drug SMILES strings and cell line genomic features, predict the synergy score measuring deviation from expected non-interaction effect. (1) Drug 1: C1=C(C(=O)NC(=O)N1)N(CCCl)CCCl. Drug 2: CC1CCC2CC(C(=CC=CC=CC(CC(C(=O)C(C(C(=CC(C(=O)CC(OC(=O)C3CCCCN3C(=O)C(=O)C1(O2)O)C(C)CC4CCC(C(C4)OC)O)C)C)O)OC)C)C)C)OC. Cell line: RPMI-8226. Synergy scores: CSS=36.6, Synergy_ZIP=-6.96, Synergy_Bliss=-7.72, Synergy_Loewe=-1.91, Synergy_HSA=-0.127. (2) Drug 1: C(=O)(N)NO. Drug 2: C1CNP(=O)(OC1)N(CCCl)CCCl. Cell line: RPMI-8226. Synergy scores: CSS=17.6, Synergy_ZIP=-5.05, Synergy_Bliss=-3.36, Synergy_Loewe=-5.09, Synergy_HSA=-1.71.